This data is from Reaction yield outcomes from USPTO patents with 853,638 reactions. The task is: Predict the reaction yield, written as a fraction of the theoretical maximum amount of product (1.0 means a 100% yield; for example, 0.34 means a 34% yield). (1) The catalyst is C(O)C.O1CCOCC1. The reactants are [OH:1][C@H:2]([C:23]1[CH:24]=[N:25][CH:26]=[CH:27][CH:28]=1)[CH2:3][NH:4][C@H:5]([CH3:22])[CH2:6][C:7]1[C:15]2[C:10](=[C:11]([O:16][C@@H:17]([CH3:21])[C:18]([OH:20])=[O:19])[CH:12]=[CH:13][CH:14]=2)[NH:9][CH:8]=1.Cl.[C:30](OCC)(=O)[CH3:31].C(OC(C)C)(C)C. The yield is 0.870. The product is [OH:1][C@H:2]([C:23]1[CH:24]=[N:25][CH:26]=[CH:27][CH:28]=1)[CH2:3][NH:4][C@H:5]([CH3:22])[CH2:6][C:7]1[C:15]2[C:10](=[C:11]([O:16][C@@H:17]([CH3:21])[C:18]([O:20][CH2:30][CH3:31])=[O:19])[CH:12]=[CH:13][CH:14]=2)[NH:9][CH:8]=1. (2) The catalyst is C(Cl)Cl.CN(C1C=CN=CC=1)C. The product is [C:32]([O:31][C@@H:10]1[C:11]2[C:12](=[N:13][CH:14]=[CH:15][CH:16]=2)[C@H:17]([O:20][Si:21]([CH:25]([CH3:27])[CH3:26])([CH:28]([CH3:30])[CH3:29])[CH:22]([CH3:23])[CH3:24])[CH2:18][CH2:19][C@H:9]1[C:3]1[CH:4]=[CH:5][CH:6]=[C:7]([F:8])[C:2]=1[F:1])(=[O:34])[CH3:33]. The yield is 1.00. The reactants are [F:1][C:2]1[C:7]([F:8])=[CH:6][CH:5]=[CH:4][C:3]=1[C@@H:9]1[CH2:19][CH2:18][C@@H:17]([O:20][Si:21]([CH:28]([CH3:30])[CH3:29])([CH:25]([CH3:27])[CH3:26])[CH:22]([CH3:24])[CH3:23])[C:12]2=[N:13][CH:14]=[CH:15][CH:16]=[C:11]2[C@H:10]1[OH:31].[C:32](OC(=O)C)(=[O:34])[CH3:33].C(N(CC)CC)C. (3) The reactants are C([Si](CC)(CC)[O:4][CH2:5][CH2:6][C:7]#[C:8][Si:9]([CH2:14][CH3:15])([CH2:12][CH3:13])[CH2:10][CH3:11])C.Cl.CCCCCC.O. The catalyst is CO. The product is [CH2:14]([Si:9]([CH2:10][CH3:11])([CH2:12][CH3:13])[C:8]#[C:7][CH2:6][CH2:5][OH:4])[CH3:15]. The yield is 0.960. (4) The reactants are [CH2:1]([N:3]([CH2:20][CH3:21])[S:4]([CH2:7][CH:8]1[CH2:12][CH:11]([C:13]([O:15]CC)=[O:14])[CH:10]([CH2:18][CH3:19])[CH2:9]1)(=[O:6])=[O:5])[CH3:2].[OH-].[Na+]. No catalyst specified. The product is [CH2:20]([N:3]([CH2:1][CH3:2])[S:4]([CH2:7][CH:8]1[CH2:12][CH:11]([C:13]([OH:15])=[O:14])[CH:10]([CH2:18][CH3:19])[CH2:9]1)(=[O:6])=[O:5])[CH3:21]. The yield is 0.720. (5) The reactants are [CH:1]1[C:14]2[N:13]([CH2:15][C:16]([NH:18][NH:19][C:20](=O)[C:21]3[CH:26]=[C:25]([Cl:27])[C:24]([OH:28])=[C:23]([Cl:29])[CH:22]=3)=O)[C:12]3[C:7](=[CH:8][CH:9]=[CH:10][CH:11]=3)[S:6][C:5]=2[CH:4]=[CH:3][CH:2]=1.COC1C=CC(P2(SP(C3C=CC(OC)=CC=3)(=S)S2)=[S:40])=CC=1.C(OCC)(=O)C. The catalyst is C1(C)C=CC=CC=1. The product is [CH:1]1[C:14]2[N:13]([CH2:15][C:16]3[S:40][C:20]([C:21]4[CH:26]=[C:25]([Cl:27])[C:24]([OH:28])=[C:23]([Cl:29])[CH:22]=4)=[N:19][N:18]=3)[C:12]3[C:7](=[CH:8][CH:9]=[CH:10][CH:11]=3)[S:6][C:5]=2[CH:4]=[CH:3][CH:2]=1. The yield is 0.380. (6) The catalyst is CN(C=O)C. The yield is 0.960. The reactants are [CH3:1][P:2]1(=[O:8])[CH2:7][CH2:6][NH:5][CH2:4][CH2:3]1.F[C:10]1[CH:11]=[CH:12][C:13]([N+:18]([O-:20])=[O:19])=[C:14]([O:16][CH3:17])[CH:15]=1.C([O-])([O-])=O.[K+].[K+]. The product is [CH3:17][O:16][C:14]1[CH:15]=[C:10]([N:5]2[CH2:6][CH2:7][P:2](=[O:8])([CH3:1])[CH2:3][CH2:4]2)[CH:11]=[CH:12][C:13]=1[N+:18]([O-:20])=[O:19]. (7) The catalyst is O1CCOCC1.O. The yield is 0.580. The product is [CH2:7]([O:6][CH2:5][CH:4]=[O:3])[C:8]1[CH:13]=[CH:12][CH:11]=[CH:10][CH:9]=1. The reactants are C([O:3][CH:4](OCC)[CH2:5][O:6][CH2:7][C:8]1[CH:13]=[CH:12][CH:11]=[CH:10][CH:9]=1)C.OS(O)(=O)=O. (8) The reactants are [NH2:1][C:2]1[CH:7]=[C:6]([Cl:8])[C:5]([OH:9])=[C:4]([Cl:10])[CH:3]=1.[CH:11]1([CH3:24])[CH2:16][CH2:15][CH:14]([CH:17]([CH3:19])[CH3:18])[CH:13]([O:20][C:21](Cl)=[O:22])[CH2:12]1. The catalyst is C(Cl)Cl. The product is [CH:17]([CH:14]1[CH2:15][CH2:16][CH:11]([CH3:24])[CH2:12][CH:13]1[O:20][C:21](=[O:22])[NH:1][C:2]1[CH:7]=[C:6]([Cl:8])[C:5]([OH:9])=[C:4]([Cl:10])[CH:3]=1)([CH3:18])[CH3:19]. The yield is 0.540.